Dataset: Full USPTO retrosynthesis dataset with 1.9M reactions from patents (1976-2016). Task: Predict the reactants needed to synthesize the given product. Given the product [CH3:13][O:12][C:7]1[CH:8]=[C:9]2[C:4](=[CH:5][C:6]=1[O:14][CH3:15])[C:3]1[N:21]=[C:19]([NH:18][NH2:17])[S:20][C:2]=1[CH2:11][CH2:10]2, predict the reactants needed to synthesize it. The reactants are: Br[CH:2]1[CH2:11][CH2:10][C:9]2[C:4](=[CH:5][C:6]([O:14][CH3:15])=[C:7]([O:12][CH3:13])[CH:8]=2)[C:3]1=O.[NH2:17][NH:18][C:19]([NH2:21])=[S:20].